This data is from Catalyst prediction with 721,799 reactions and 888 catalyst types from USPTO. The task is: Predict which catalyst facilitates the given reaction. Reactant: [CH3:1][C:2]1[CH:7]=[C:6]([NH2:8])[CH:5]=[CH:4][N:3]=1.C[Al](C)C.[F:13][C:14]1[CH:19]=[CH:18][C:17]([N:20]2[C:24]([CH3:25])=[C:23]([C:26](OCC)=[O:27])[N:22]=[N:21]2)=[CH:16][CH:15]=1. Product: [F:13][C:14]1[CH:15]=[CH:16][C:17]([N:20]2[C:24]([CH3:25])=[C:23]([C:26]([NH:8][C:6]3[CH:5]=[CH:4][N:3]=[C:2]([CH3:1])[CH:7]=3)=[O:27])[N:22]=[N:21]2)=[CH:18][CH:19]=1. The catalyst class is: 12.